The task is: Predict the reactants needed to synthesize the given product.. This data is from Full USPTO retrosynthesis dataset with 1.9M reactions from patents (1976-2016). (1) Given the product [CH3:1][C@H:2]([NH:6][CH2:7][C:8]1[CH:9]=[CH:10][C:11]([O:14][CH2:15][C:16]2[CH:17]=[CH:18][CH:19]=[CH:20][C:21]=2[F:22])=[CH:12][CH:13]=1)[C:3]([NH2:5])=[O:4].[CH3:23][S:24]([O-:27])(=[O:26])=[O:25], predict the reactants needed to synthesize it. The reactants are: [CH3:1][C@H:2]([NH:6][CH2:7][C:8]1[CH:9]=[CH:10][C:11]([O:14][CH2:15][C:16]2[CH:17]=[CH:18][CH:19]=[CH:20][C:21]=2[F:22])=[CH:12][CH:13]=1)[C:3]([NH2:5])=[O:4].[CH3:23][S:24]([OH:27])(=[O:26])=[O:25]. (2) Given the product [CH2:13]([O:15][C:16](=[O:29])[C:17]1[CH:22]=[CH:21][CH:20]=[CH:19][C:18]=1[N:23]([C:4](=[O:5])[CH2:3][C:1]#[N:2])[CH2:24][CH2:25][O:26][CH2:27][CH3:28])[CH3:14], predict the reactants needed to synthesize it. The reactants are: [C:1]([CH2:3][C:4](O)=[O:5])#[N:2].C(Cl)(=O)C(Cl)=O.[CH2:13]([O:15][C:16](=[O:29])[C:17]1[CH:22]=[CH:21][CH:20]=[CH:19][C:18]=1[NH:23][CH2:24][CH2:25][O:26][CH2:27][CH3:28])[CH3:14]. (3) The reactants are: BrC1C=CC(O)=C(C(=O)C)C=1.Br[C:13]1[CH:14]=[N:15][CH:16]=[C:17]([CH:23]=1)[C:18]([O:20][CH2:21][CH3:22])=[O:19].[CH:24]([NH:27][C:28]([C:30]1[C:39](=[O:40])[C:38]2[C:33](=[N:34][CH:35]=[CH:36][CH:37]=2)[N:32]([C:41]2[CH:46]=[CH:45][CH:44]=[C:43](Br)[CH:42]=2)[CH:31]=1)=[O:29])([CH3:26])[CH3:25]. Given the product [CH:24]([NH:27][C:28]([C:30]1[C:39](=[O:40])[C:38]2[C:33](=[N:34][CH:35]=[CH:36][CH:37]=2)[N:32]([C:41]2[CH:42]=[CH:43][CH:44]=[C:45]([C:13]3[CH:14]=[N:15][CH:16]=[C:17]([C:18]([O:20][CH2:21][CH3:22])=[O:19])[CH:23]=3)[CH:46]=2)[CH:31]=1)=[O:29])([CH3:26])[CH3:25], predict the reactants needed to synthesize it.